Dataset: Forward reaction prediction with 1.9M reactions from USPTO patents (1976-2016). Task: Predict the product of the given reaction. (1) The product is: [Cl:21][C:16]1[CH:17]=[CH:18][CH:19]=[CH:20][C:15]=1[C:7]1[N:6]([CH2:5][CH2:4][CH2:3][CH2:2][O:30][C:27]2[CH:26]=[CH:25][C:24]([C:31](=[O:36])[CH2:32][CH:33]([CH3:35])[CH3:34])=[C:23]([OH:22])[C:28]=2[CH3:29])[C:10]2[CH:11]=[CH:12][CH:13]=[CH:14][C:9]=2[N:8]=1. Given the reactants Br[CH2:2][CH2:3][CH2:4][CH2:5][N:6]1[C:10]2[CH:11]=[CH:12][CH:13]=[CH:14][C:9]=2[N:8]=[C:7]1[C:15]1[CH:20]=[CH:19][CH:18]=[CH:17][C:16]=1[Cl:21].[OH:22][C:23]1[C:28]([CH3:29])=[C:27]([OH:30])[CH:26]=[CH:25][C:24]=1[C:31](=[O:36])[CH2:32][CH:33]([CH3:35])[CH3:34], predict the reaction product. (2) Given the reactants [CH3:1][N:2]1[C:6]([C:7]2[CH:17]=[CH:16][C:10]3[CH2:11][CH2:12][NH:13][CH2:14][CH2:15][C:9]=3[CH:8]=2)=[CH:5][C:4]([CH3:18])=[N:3]1.Cl[CH2:20][CH2:21][CH2:22][S:23][C:24]1[N:25]([CH3:40])[C:26]([C:29]2[CH:38]=[CH:37][CH:36]=[C:35]3[C:30]=2[CH:31]=[CH:32][C:33]([CH3:39])=[N:34]3)=[N:27][N:28]=1.[I-].[Na+].C(=O)([O-])[O-].[K+].[K+], predict the reaction product. The product is: [CH3:1][N:2]1[C:6]([C:7]2[CH:17]=[CH:16][C:10]3[CH2:11][CH2:12][N:13]([CH2:20][CH2:21][CH2:22][S:23][C:24]4[N:25]([CH3:40])[C:26]([C:29]5[CH:38]=[CH:37][CH:36]=[C:35]6[C:30]=5[CH:31]=[CH:32][C:33]([CH3:39])=[N:34]6)=[N:27][N:28]=4)[CH2:14][CH2:15][C:9]=3[CH:8]=2)=[CH:5][C:4]([CH3:18])=[N:3]1. (3) Given the reactants Cl[C:2]1[C:7]([N+:8]([O-:10])=[O:9])=[CH:6][N:5]=[C:4]2[N:11]([S:14]([C:17]3[CH:22]=[CH:21][CH:20]=[CH:19][CH:18]=3)(=[O:16])=[O:15])[CH:12]=[CH:13][C:3]=12.Cl.[O:24]1[CH2:29][CH2:28][CH2:27][CH:26]([NH2:30])[CH2:25]1.C(N(CC)C(C)C)(C)C, predict the reaction product. The product is: [N+:8]([C:7]1[CH:6]=[N:5][C:4]2[N:11]([S:14]([C:17]3[CH:22]=[CH:21][CH:20]=[CH:19][CH:18]=3)(=[O:16])=[O:15])[CH:12]=[CH:13][C:3]=2[C:2]=1[NH:30][CH:26]1[CH2:27][CH2:28][CH2:29][O:24][CH2:25]1)([O-:10])=[O:9].